From a dataset of Reaction yield outcomes from USPTO patents with 853,638 reactions. Predict the reaction yield, written as a fraction of the theoretical maximum amount of product (1.0 means a 100% yield; for example, 0.34 means a 34% yield). (1) The catalyst is CO.C(#N)C.O. The reactants are [Cl:1][C:2]1[CH:3]=[C:4]2[C:9](=[C:10](Cl)[C:11]=1O)[O:8][CH:7]([C:14]([F:17])([F:16])[F:15])[C:6]([C:18]([O:20]CC)=[O:19])=[CH:5]2.[OH-].[Li+].Cl. The product is [Cl:1][C:2]1[CH:3]=[C:4]2[C:9](=[CH:10][CH:11]=1)[O:8][CH:7]([C:14]([F:17])([F:15])[F:16])[C:6]([C:18]([OH:20])=[O:19])=[CH:5]2. The yield is 0.600. (2) The reactants are [Cl:1][C:2]1[CH:7]=[CH:6][C:5]([S:8]([C:11]2[CH:16]=[CH:15][CH:14]=[CH:13][C:12]=2[F:17])(=[O:10])=[O:9])=[CH:4][N+:3]=1[O-].O.P(Cl)(Cl)([Cl:22])=O. No catalyst specified. The product is [Cl:1][C:2]1[CH:7]=[CH:6][C:5]([S:8]([C:11]2[CH:16]=[CH:15][CH:14]=[CH:13][C:12]=2[F:17])(=[O:10])=[O:9])=[C:4]([Cl:22])[N:3]=1. The yield is 0.550. (3) The product is [Cl:32][C:2]1[N:7]2[N:8]=[C:9]3[C:14]([CH:13]=[CH:12][CH:11]=[CH:10]3)=[C:6]2[N:5]=[C:4]([CH3:15])[C:3]=1[CH2:16][C:17]([O:19][CH3:20])=[O:18]. The yield is 0.460. The reactants are O[C:2]1[N:7]2[N:8]=[C:9]3[C:14]([CH:13]=[CH:12][CH:11]=[CH:10]3)=[C:6]2[N:5]=[C:4]([CH3:15])[C:3]=1[CH2:16][C:17]([O:19][CH3:20])=[O:18].CN(C)C1C=CC=CC=1.P(Cl)(Cl)([Cl:32])=O. No catalyst specified. (4) The reactants are [CH3:1][O:2][C:3]1[CH:4]=[C:5]([C:11]([C:13]2[CH:18]=[CH:17][CH:16]=[CH:15][C:14]=2[O:19][CH3:20])=O)[CH:6]=[C:7]([O:9][CH3:10])[CH:8]=1.C(OP([CH2:29][C:30]#[N:31])(=O)OCC)C.C[Si]([N-][Si](C)(C)C)(C)C.[Li+].O1C2C=CC(C(C3C=C(OC)C=C(OC)C=3)=CC#N)=CC=2OCC1. The catalyst is C1COCC1. The product is [CH3:1][O:2][C:3]1[CH:4]=[C:5]([C:11]([C:13]2[CH:18]=[CH:17][CH:16]=[CH:15][C:14]=2[O:19][CH3:20])=[CH:29][C:30]#[N:31])[CH:6]=[C:7]([O:9][CH3:10])[CH:8]=1. The yield is 0.700. (5) The reactants are [CH2:1]([O:3][C:4]1[CH:5]=[C:6]([CH:12]([NH2:18])[CH2:13][S:14]([CH3:17])(=[O:16])=[O:15])[CH:7]=[CH:8][C:9]=1[O:10][CH3:11])[CH3:2].[C:19]([NH:22][C@H:23]([C:28]([OH:30])=[O:29])[CH2:24][CH:25]([CH3:27])[CH3:26])(=[O:21])[CH3:20]. The catalyst is CO. The product is [C:19]([NH:22][C@H:23]([C:28]([OH:30])=[O:29])[CH2:24][CH:25]([CH3:26])[CH3:27])(=[O:21])[CH3:20].[CH2:1]([O:3][C:4]1[CH:5]=[C:6]([C@H:12]([NH2:18])[CH2:13][S:14]([CH3:17])(=[O:16])=[O:15])[CH:7]=[CH:8][C:9]=1[O:10][CH3:11])[CH3:2]. The yield is 0.900. (6) The reactants are [OH:1][C:2]1[C:3](=[O:17])[NH:4][C:5](=[O:16])[N:6]([CH2:8][CH2:9][C:10]2[CH:15]=[CH:14][CH:13]=[CH:12][CH:11]=2)[N:7]=1.[CH3:18][OH:19]. The catalyst is C(OCC)(=O)C. The product is [OH:1][C:2]1[C:3](=[O:17])[NH:4][C:5](=[O:16])[N:6]([CH2:8][CH2:9][C:10]2[CH:15]=[CH:14][CH:13]=[CH:12][C:11]=2[O:19][CH3:18])[N:7]=1. The yield is 0.830. (7) The reactants are [CH2:1]([NH:8][C:9]1[N:13]2[CH:14]=[C:15]([NH2:18])[CH:16]=[CH:17][C:12]2=[N:11][N:10]=1)[C:2]1[CH:7]=[CH:6][CH:5]=[CH:4][CH:3]=1.[CH3:19][O:20][C:21]1[CH:26]=[CH:25][C:24]([S:27](Cl)(=[O:29])=[O:28])=[CH:23][CH:22]=1. The product is [CH2:1]([NH:8][C:9]1[N:13]2[CH:14]=[C:15]([NH:18][S:27]([C:24]3[CH:23]=[CH:22][C:21]([O:20][CH3:19])=[CH:26][CH:25]=3)(=[O:29])=[O:28])[CH:16]=[CH:17][C:12]2=[N:11][N:10]=1)[C:2]1[CH:3]=[CH:4][CH:5]=[CH:6][CH:7]=1. The catalyst is N1C=CC=CC=1.O. The yield is 0.0600.